Dataset: Reaction yield outcomes from USPTO patents with 853,638 reactions. Task: Predict the reaction yield, written as a fraction of the theoretical maximum amount of product (1.0 means a 100% yield; for example, 0.34 means a 34% yield). (1) The reactants are [CH3:1][C:2]1[N:3]([CH2:22][O:23][CH2:24][CH2:25][Si:26]([CH3:29])([CH3:28])[CH3:27])[C:4]([CH3:21])=[C:5]([C:11]2[C:20]3[C:15](=[CH:16][CH:17]=[CH:18][CH:19]=3)[CH:14]=[CH:13][CH:12]=2)[C:6]=1[C:7](OC)=[O:8].[H-].C([Al+]CC(C)C)C(C)C.CO.O. The catalyst is C(OCC)C. The product is [CH3:1][C:2]1[N:3]([CH2:22][O:23][CH2:24][CH2:25][Si:26]([CH3:28])([CH3:27])[CH3:29])[C:4]([CH3:21])=[C:5]([C:11]2[C:20]3[C:15](=[CH:16][CH:17]=[CH:18][CH:19]=3)[CH:14]=[CH:13][CH:12]=2)[C:6]=1[CH:7]=[O:8]. The yield is 0.190. (2) The reactants are C(N(CC)CC)C.[CH3:8][O:9][C:10](Cl)=[O:11].[OH:13][C:14]12[C:25]3[C:20](=[CH:21][CH:22]=[CH:23][CH:24]=3)[C:19](=[O:26])[C:18]1([NH:27][C:28](=[O:30])[CH3:29])[C:17]1[CH:31]=[CH:32][C:33]([CH:35]([CH3:37])[CH3:36])=[CH:34][C:16]=1[O:15]2. The catalyst is C1COCC1. The product is [C:10](=[O:11])([O:9][CH3:8])[O:15][C:16]1[CH:34]=[C:33]([CH:35]([CH3:37])[CH3:36])[CH:32]=[CH:31][C:17]=1[C:18]1([NH:27][C:28](=[O:30])[CH3:29])[C:19](=[O:26])[C:20]2[C:25](=[CH:24][CH:23]=[CH:22][CH:21]=2)[C:14]1=[O:13]. The yield is 0.140. (3) The reactants are [CH2:1]([O:8][C:9]1[CH:14]=[CH:13][C:12](Br)=[C:11]([O:16][CH2:17][C:18]([CH3:20])=[CH2:19])[CH:10]=1)[C:2]1[CH:7]=[CH:6][CH:5]=[CH:4][CH:3]=1.C([SnH](CCCC)CCCC)CCC.C(OOC(=O)C1C=CC=CC=1)(=O)C1C=CC=CC=1. The catalyst is C1C=CC=CC=1. The product is [CH2:1]([O:8][C:9]1[CH:14]=[CH:13][C:12]2[C:18]([CH3:20])([CH3:19])[CH2:17][O:16][C:11]=2[CH:10]=1)[C:2]1[CH:7]=[CH:6][CH:5]=[CH:4][CH:3]=1. The yield is 0.910. (4) The product is [CH2:23]([O:22][C:21](=[O:30])[NH:20][CH:17]1[CH2:16][CH2:15][CH:14]([CH2:13][NH:12][C:10]([NH2:9])=[S:11])[CH2:19][CH2:18]1)[C:24]1[CH:25]=[CH:26][CH:27]=[CH:28][CH:29]=1. The reactants are C([NH:9][C:10]([NH:12][CH2:13][CH:14]1[CH2:19][CH2:18][CH:17]([NH:20][C:21](=[O:30])[O:22][CH2:23][C:24]2[CH:29]=[CH:28][CH:27]=[CH:26][CH:25]=2)[CH2:16][CH2:15]1)=[S:11])(=O)C1C=CC=CC=1.C([O-])([O-])=O.[K+].[K+]. The catalyst is CO.O. The yield is 0.950. (5) The reactants are Cl[C:2]1[CH:7]=[C:6]([CH3:8])[NH:5][C:4](=[O:9])[C:3]=1[C:10]#[N:11].[CH2:12]([NH2:14])[CH3:13].Cl. The catalyst is CO. The product is [CH2:12]([NH:14][C:2]1[CH:7]=[C:6]([CH3:8])[NH:5][C:4](=[O:9])[C:3]=1[C:10]#[N:11])[CH3:13]. The yield is 0.622. (6) The reactants are [N:1]12[CH2:8][CH2:7][C:4]([CH2:9][NH2:10])([CH2:5][CH2:6]1)[CH2:3][CH2:2]2.[CH:11]([C:13]1[C:21]2[C:20]([C:22]([O:24][CH3:25])=[O:23])=[CH:19][CH:18]=[CH:17][C:16]=2[NH:15][N:14]=1)=O.C(O)(=O)C.C(O[BH-](OC(=O)C)OC(=O)C)(=O)C.[Na+]. The catalyst is O1CCOCC1. The product is [N:1]12[CH2:8][CH2:7][C:4]([CH2:9][NH:10][CH2:11][C:13]3[C:21]4[C:20]([C:22]([O:24][CH3:25])=[O:23])=[CH:19][CH:18]=[CH:17][C:16]=4[NH:15][N:14]=3)([CH2:5][CH2:6]1)[CH2:3][CH2:2]2. The yield is 1.00.